From a dataset of Reaction yield outcomes from USPTO patents with 853,638 reactions. Predict the reaction yield, written as a fraction of the theoretical maximum amount of product (1.0 means a 100% yield; for example, 0.34 means a 34% yield). The reactants are [OH:1][C:2]1([C:31]([O:33]C)=[O:32])[CH2:7][CH2:6][CH:5]([N:8]2[C:16]([NH:17][C:18]3[C:23]([F:24])=[CH:22][C:21]([F:25])=[CH:20][C:19]=3[F:26])=[N:15][C:14]3[C:9]2=[N:10][C:11]([NH:27][CH:28]([CH3:30])[CH3:29])=[N:12][CH:13]=3)[CH2:4][CH2:3]1. The catalyst is Cl. The product is [OH:1][C:2]1([C:31]([OH:33])=[O:32])[CH2:7][CH2:6][CH:5]([N:8]2[C:16]([NH:17][C:18]3[C:23]([F:24])=[CH:22][C:21]([F:25])=[CH:20][C:19]=3[F:26])=[N:15][C:14]3[C:9]2=[N:10][C:11]([NH:27][CH:28]([CH3:30])[CH3:29])=[N:12][CH:13]=3)[CH2:4][CH2:3]1. The yield is 0.730.